This data is from Experimentally validated miRNA-target interactions with 360,000+ pairs, plus equal number of negative samples. The task is: Binary Classification. Given a miRNA mature sequence and a target amino acid sequence, predict their likelihood of interaction. (1) The miRNA is mmu-miR-710 with sequence CCAAGUCUUGGGGAGAGUUGAG. The protein sequence of the target gene is MSANAAWDDSDSENENVVVEEKPVILPRARQPSIAKSLEKVQILENSVAGSEKNASDDDSDASSVMSDDLESLGETTEVLNFSLEQLSMMKKNLAQFPCSYKNIISEFADVEIFLISIDSLIVECAAHSYHNWDVAGQSMVLNKQIDRFLQQFVDIGGRFKLVVFSDLTTQFAKDTTLSFARSTALAHLANGPHARDLLFFTNPTDPEWDKLLNDLTPSFLMISTDNVTQNVCASQEIDLTKQFETIAFDVLTRSMSVVLLHSIKVNFVSVEAYYIQPLLVVAPDWQAFLAAHWDNNGTL.... Result: 0 (no interaction). (2) The miRNA is cel-miR-265 with sequence UGAGGGAGGAAGGGUGGUAU. The protein sequence of the target gene is MEVQKEAQRIMTLSVWKMYHSRMQRGGLRLHRSLQLSLVMRSARELYLSAKVEALEPEVSLPAALPSDPRLHPPREAESTAETATPDGEHPFPEPMDTQEAPTAEETSACCAPRPAKVSRKRRSSSLSDGGDAGLVPSKKARLEEKEEEEGASSEVADRLQPPPAQAEGAFPNLARVLQRRFSGLLNCSPAAPPTAPPACEAKPACRPADSMLNVLVRAVVAF. Result: 0 (no interaction). (3) The miRNA is hsa-miR-4753-3p with sequence UUCUCUUUCUUUAGCCUUGUGU. The protein sequence of the target gene is MWSLHIVLMRCSFRLTKSLATGPWSLILILFSVQYVYGSGKKYIGPCGGRDCSVCHCVPEKGSRGPPGPPGPQGPIGPLGAPGPIGLSGEKGMRGDRGPPGAAGDKGDKGPTGVPGFPGLDGIPGHPGPPGPRGKPGMSGHNGSRGDPGFPGGRGALGPGGPLGHPGEKGEKGNSVFILGAVKGIQGDRGDPGLPGLPGSWGAGGPAGPTGYPGEPGLVGPPGQPGRPGLKGNPGVGVKGQMGDPGEVGQQGSPGPTLLVEPPDFCLYKGEKGIKGIPGMVGLPGPPGRKGESGIGAKGE.... Result: 1 (interaction). (4) The miRNA is hsa-miR-4701-5p with sequence UUGGCCACCACACCUACCCCUU. The protein sequence of the target gene is MKASSLAFSLLSAAFYLLWTPSTGLKTLNLGSCVIATNLQEIRNGFSEIRGSVQAKDGNIDIRILRRTESLQDTKPANRCCLLRHLLRLYLDRVFKNYQTPDHYTLRKISSLANSFLTIKKDLRLCHAHMTCHCGEEAMKKYSQILSHFEKLEPQAAVVKALGELDILLQWMEETE. Result: 0 (no interaction). (5) The miRNA is mmu-miR-129-5p with sequence CUUUUUGCGGUCUGGGCUUGC. The protein sequence of the target gene is MMLSAVLRRTTPAPRLFLGLIKSPSLQSRGGAYGRGVVTGDRGEPQRLRAAAWVRPGASSTFVPGRGAATWGRRGERTEIPYLTAASSERGPSPEETLPGQDSWNGVPNKTGLGMWALAMALVVQCYSKNPSNKDAALMEAARANNVQEVRRLLSEGADVNARHKLGWTALMVASISHNESVVQVLLAAGADPNLGDEFSSVYKTANEQGVHSLEVLVTREDDFNNRLNHRASFKGCTALHYAVLADDYSIVKELLDRGANPLQRNEMGHTPLDYAREGEVMKLLKTSETKYMEKQRKRE.... Result: 1 (interaction).